This data is from Full USPTO retrosynthesis dataset with 1.9M reactions from patents (1976-2016). The task is: Predict the reactants needed to synthesize the given product. (1) Given the product [CH3:24][N:25]1[CH2:30][CH2:29][N:28]([C:31]2[N:36]3[CH:37]=[C:38]([CH2:40][N:11]([CH:9]4[C:10]5[N:1]=[CH:2][CH:3]=[CH:4][C:5]=5[CH2:6][CH2:7][CH2:8]4)[CH2:12][CH2:13][CH2:14][CH2:15][NH2:16])[N:39]=[C:35]3[CH:34]=[CH:33][CH:32]=2)[CH2:27][CH2:26]1, predict the reactants needed to synthesize it. The reactants are: [N:1]1[C:10]2[CH:9]([NH:11][CH2:12][CH2:13][CH2:14][CH2:15][NH:16]C(=O)OC(C)(C)C)[CH2:8][CH2:7][CH2:6][C:5]=2[CH:4]=[CH:3][CH:2]=1.[CH3:24][N:25]1[CH2:30][CH2:29][N:28]([C:31]2[N:36]3[CH:37]=[C:38]([CH:40]=O)[N:39]=[C:35]3[CH:34]=[CH:33][CH:32]=2)[CH2:27][CH2:26]1. (2) The reactants are: [Br:1][C:2]1[CH:10]=[C:9]2[C:5]([CH2:6][CH2:7][C:8]2=O)=[C:4]([F:12])[CH:3]=1.C([SiH](CC)CC)C. Given the product [Br:1][C:2]1[CH:10]=[C:9]2[C:5]([CH2:6][CH2:7][CH2:8]2)=[C:4]([F:12])[CH:3]=1, predict the reactants needed to synthesize it.